From a dataset of Reaction yield outcomes from USPTO patents with 853,638 reactions. Predict the reaction yield, written as a fraction of the theoretical maximum amount of product (1.0 means a 100% yield; for example, 0.34 means a 34% yield). The reactants are [C:1]([O:5][C:6]([N:8]1[CH2:13][CH2:12][C:11]([C:15]2[CH:20]=[CH:19][C:18]([Cl:21])=[CH:17][CH:16]=2)([OH:14])[CH:10]([NH2:22])[CH2:9]1)=[O:7])([CH3:4])([CH3:3])[CH3:2].[C:23](Cl)(=[O:26])[CH2:24][CH3:25].C(N(CC)CC)C. The catalyst is C(Cl)Cl. The product is [C:1]([O:5][C:6]([N:8]1[CH2:13][CH2:12][C:11]([C:15]2[CH:16]=[CH:17][C:18]([Cl:21])=[CH:19][CH:20]=2)([OH:14])[CH:10]([NH:22][C:23](=[O:26])[CH2:24][CH3:25])[CH2:9]1)=[O:7])([CH3:4])([CH3:2])[CH3:3]. The yield is 0.970.